Task: Predict the reactants needed to synthesize the given product.. Dataset: Full USPTO retrosynthesis dataset with 1.9M reactions from patents (1976-2016) (1) Given the product [CH3:1][O:2][C:3]1[CH:11]=[C:10]2[C:6](=[CH:5][CH:4]=1)[CH2:7][CH:8]([C:13]([O:15][CH3:16])=[O:14])[CH2:9]2, predict the reactants needed to synthesize it. The reactants are: [CH3:1][O:2][C:3]1[CH:11]=[C:10]2[C:6]([CH2:7][CH:8]([C:13]([O:15][CH3:16])=[O:14])[C:9]2=O)=[CH:5][CH:4]=1.Cl(O)(=O)(=O)=O. (2) Given the product [F:1][C:2]1[CH:3]=[CH:4][C:5]([C:8]([NH:10][C@@H:11]([CH2:15][S:16][CH2:17][CH2:18][OH:19])[C:12]([N:45]2[CH2:50][CH2:49][O:48][CH2:47][CH2:46]2)=[O:14])=[O:9])=[CH:6][CH:7]=1, predict the reactants needed to synthesize it. The reactants are: [F:1][C:2]1[CH:7]=[CH:6][C:5]([C:8]([NH:10][C@@H:11]([CH2:15][S:16][CH2:17][CH2:18][OH:19])[C:12]([OH:14])=O)=[O:9])=[CH:4][CH:3]=1.CCOP(ON1N=NC2C=CC=CC=2C1=O)(OCC)=O.N1C=CN=C1.[NH:45]1[CH2:50][CH2:49][O:48][CH2:47][CH2:46]1. (3) Given the product [CH:18]([NH:17][C:8]1[C:9]2[N:10]([C:13](=[O:16])[NH:14][N:15]=2)[C:11]2[C:6]([N:7]=1)=[CH:5][CH:4]=[C:3]([CH3:2])[CH:12]=2)([CH3:20])[CH3:19], predict the reactants needed to synthesize it. The reactants are: O[CH2:2][C:3]1[CH:12]=[C:11]2[C:6]([N:7]=[C:8]([NH:17][CH:18]([CH3:20])[CH3:19])[C:9]3[N:10]2[C:13](=[O:16])[NH:14][N:15]=3)=[CH:5][CH:4]=1.[H][H]. (4) Given the product [CH3:1][C:2]1[C:6]([CH2:7][N:8]2[CH:12]=[C:11]([N:13]3[C:17](=[O:18])[C:16]([CH3:19])([CH3:20])[N:15]([CH2:24][CH2:25][C:26]4[CH:31]=[CH:30][C:29]([O:32][CH3:33])=[CH:28][CH:27]=4)[C:14]3=[O:21])[CH:10]=[N:9]2)=[C:5]([CH3:22])[O:4][N:3]=1, predict the reactants needed to synthesize it. The reactants are: [CH3:1][C:2]1[C:6]([CH2:7][N:8]2[CH:12]=[C:11]([N:13]3[C:17](=[O:18])[C:16]([CH3:20])([CH3:19])[NH:15][C:14]3=[O:21])[CH:10]=[N:9]2)=[C:5]([CH3:22])[O:4][N:3]=1.Br[CH2:24][CH2:25][C:26]1[CH:31]=[CH:30][C:29]([O:32][CH3:33])=[CH:28][CH:27]=1. (5) The reactants are: I[C:2]1[CH:12]=[CH:11][C:5]([C:6]([O:8][CH2:9][CH3:10])=[O:7])=[CH:4][CH:3]=1.C(=O)([O-])[O-].[Cs+].[Cs+].[CH3:19][O:20][CH2:21][C:22]1[CH:27]=[CH:26][C:25](B2OC(C)(C)C(C)(C)O2)=[CH:24][CH:23]=1. Given the product [CH3:19][O:20][CH2:21][C:22]1[CH:27]=[CH:26][C:25]([C:2]2[CH:12]=[CH:11][C:5]([C:6]([O:8][CH2:9][CH3:10])=[O:7])=[CH:4][CH:3]=2)=[CH:24][CH:23]=1, predict the reactants needed to synthesize it. (6) Given the product [Cl:59][C:50]1[N:49]=[C:48]([CH2:40][C:39]([O:42][C:43]([CH3:46])([CH3:45])[CH3:44])=[O:41])[C:57]2[C:52]([CH:51]=1)=[CH:53][CH:54]=[C:55]([F:58])[CH:56]=2, predict the reactants needed to synthesize it. The reactants are: [Li+].C[Si]([N-][Si](C)(C)C)(C)C.C1(P(C2CCCCC2)C2C=CC=CC=2C2C=CC=CC=2N(C)C)CCCCC1.[C:39]([O:42][C:43]([CH3:46])([CH3:45])[CH3:44])(=[O:41])[CH3:40].Cl[C:48]1[C:57]2[C:52](=[CH:53][CH:54]=[C:55]([F:58])[CH:56]=2)[CH:51]=[C:50]([Cl:59])[N:49]=1. (7) Given the product [O:18]=[C:9]1[CH:10]=[CH:11][C:12]([C:14]([F:17])([F:16])[F:15])=[CH:13][N:8]1[CH:5]1[CH2:6][CH2:7][CH:2]([N:19]2[CH2:22][CH:21]([NH:23][C:24]([CH2:26][NH:27][C:28](=[O:39])[C:29]3[CH:34]=[CH:33][CH:32]=[C:31]([C:35]([F:38])([F:36])[F:37])[CH:30]=3)=[O:25])[CH2:20]2)[CH2:3][CH2:4]1, predict the reactants needed to synthesize it. The reactants are: O=[C:2]1[CH2:7][CH2:6][CH:5]([N:8]2[CH:13]=[C:12]([C:14]([F:17])([F:16])[F:15])[CH:11]=[CH:10][C:9]2=[O:18])[CH2:4][CH2:3]1.[NH:19]1[CH2:22][CH:21]([NH:23][C:24]([CH2:26][NH:27][C:28](=[O:39])[C:29]2[CH:34]=[CH:33][CH:32]=[C:31]([C:35]([F:38])([F:37])[F:36])[CH:30]=2)=[O:25])[CH2:20]1.